This data is from TCR-epitope binding with 47,182 pairs between 192 epitopes and 23,139 TCRs. The task is: Binary Classification. Given a T-cell receptor sequence (or CDR3 region) and an epitope sequence, predict whether binding occurs between them. (1) The TCR CDR3 sequence is CAASTSAVLGKKGSQETQYF. The epitope is YVFCTVNAL. Result: 0 (the TCR does not bind to the epitope). (2) The epitope is DATYQRTRALVR. The TCR CDR3 sequence is CASSLAPSGGDEQYF. Result: 0 (the TCR does not bind to the epitope). (3) The epitope is EEHVQIHTI. The TCR CDR3 sequence is CASSLESRGLEKETQYF. Result: 0 (the TCR does not bind to the epitope). (4) The epitope is WICLLQFAY. The TCR CDR3 sequence is CASSLVGGQVGGYTF. Result: 1 (the TCR binds to the epitope). (5) The epitope is RLRPGGKKK. The TCR CDR3 sequence is CASSLGRGPNEQFF. Result: 1 (the TCR binds to the epitope).